From a dataset of Forward reaction prediction with 1.9M reactions from USPTO patents (1976-2016). Predict the product of the given reaction. (1) Given the reactants [CH:1]1([N:7]([C@H:19]2[CH2:24][CH2:23][C@H:22]([CH3:25])[CH2:21][CH2:20]2)[C:8]([NH:10][C:11]2[S:12][C:13]([S:16]C#N)=[CH:14][N:15]=2)=[O:9])[CH2:6][CH2:5][CH2:4][CH2:3][CH2:2]1.SC[C@@H]([C@@H](CS)O)O.C([O:36][C:37](=[O:43])[CH:38](Br)[CH:39]([CH3:41])[CH3:40])C, predict the reaction product. The product is: [CH:1]1([N:7]([C@H:19]2[CH2:20][CH2:21][C@H:22]([CH3:25])[CH2:23][CH2:24]2)[C:8](=[O:9])[NH:10][C:11]2[S:12][C:13]([S:16][CH:38]([CH:39]([CH3:40])[CH3:41])[C:37]([OH:36])=[O:43])=[CH:14][N:15]=2)[CH2:6][CH2:5][CH2:4][CH2:3][CH2:2]1. (2) Given the reactants [O:1]=[C:2]1[C:10]2[C:5](=[CH:6][CH:7]=[CH:8][CH:9]=2)[C:4](=[O:11])[N:3]1[CH2:12][CH2:13][CH2:14][N:15]1[C:24]2[C:19](=[N:20][CH:21]=[C:22]([CH2:25][C:26]3[CH:31]=[CH:30][C:29]([F:32])=[CH:28][CH:27]=3)[CH:23]=2)[C:18]([OH:33])=[C:17]([C:34](OCC)=[O:35])[C:16]1=[O:39].[CH2:40]([O:42][CH2:43][CH2:44][NH2:45])[CH3:41], predict the reaction product. The product is: [O:1]=[C:2]1[C:10]2[C:5](=[CH:6][CH:7]=[CH:8][CH:9]=2)[C:4](=[O:11])[N:3]1[CH2:12][CH2:13][CH2:14][N:15]1[C:24]2[C:19](=[N:20][CH:21]=[C:22]([CH2:25][C:26]3[CH:27]=[CH:28][C:29]([F:32])=[CH:30][CH:31]=3)[CH:23]=2)[C:18]([OH:33])=[C:17]([C:34]([NH:45][CH2:44][CH2:43][O:42][CH2:40][CH3:41])=[O:35])[C:16]1=[O:39]. (3) Given the reactants [CH3:1][C:2]1[NH:3][C:4]2[C:9]([CH:10]=1)=[C:8]([C:11]([F:14])([F:13])[F:12])[C:7]([C:15]#[N:16])=[CH:6][CH:5]=2.[O-]S(C(F)(F)[F:22])(=O)=O.F[N+]1C=CC=CC=1, predict the reaction product. The product is: [F:22][C:10]1[C:9]2[C:4](=[CH:5][CH:6]=[C:7]([C:15]#[N:16])[C:8]=2[C:11]([F:12])([F:14])[F:13])[NH:3][C:2]=1[CH3:1]. (4) Given the reactants [C:1]([O:5][C:6]([N:8]1[C@H:13]([C:14](O)=O)[C@H:12]2[CH2:17][C@@H:9]1[CH2:10][C@H:11]2[F:18])=[O:7])([CH3:4])([CH3:3])[CH3:2].C(N(CC)CC)C.C(Cl)(=O)OCC(C)C.[NH2:34][C:35]1[CH:39]=[C:38]([Br:40])[S:37][C:36]=1[C:41]([NH2:43])=[O:42], predict the reaction product. The product is: [Br:40][C:38]1[S:37][C:36]2[C:41](=[O:42])[NH:43][C:14]([C@@H:13]3[C@H:12]4[CH2:17][C@H:9]([CH2:10][C@H:11]4[F:18])[N:8]3[C:6]([O:5][C:1]([CH3:4])([CH3:3])[CH3:2])=[O:7])=[N:34][C:35]=2[CH:39]=1. (5) Given the reactants [CH3:1][N:2]1[C:10]2[C:5](=[CH:6][CH:7]=[CH:8][CH:9]=2)[C:4]([CH:11]=[CH2:12])=[C:3]1[C:13]1[CH:14]=[C:15]([NH:19][S:20]([CH2:23][CH3:24])(=[O:22])=[O:21])[CH:16]=[N:17][CH:18]=1, predict the reaction product. The product is: [CH2:11]([C:4]1[C:5]2[C:10](=[CH:9][CH:8]=[CH:7][CH:6]=2)[N:2]([CH3:1])[C:3]=1[C:13]1[CH:14]=[C:15]([NH:19][S:20]([CH2:23][CH3:24])(=[O:22])=[O:21])[CH:16]=[N:17][CH:18]=1)[CH3:12]. (6) Given the reactants ClC1C=CC(NC(C2C(C(F)(F)F)=CC([O:21][CH2:22][C:23]([F:26])([F:25])[F:24])=CN=2)=O)=CC=1C(=O)NC1CC1.Cl[C:34]1[CH:39]=[C:38]([C:40]([F:43])([F:42])[F:41])[C:37]([C:44]([NH:46][C:47]2[CH:52]=[CH:51][C:50]([Cl:53])=[C:49]([C:54](=[O:59])[NH:55][CH:56]3[CH2:58][CH2:57]3)[CH:48]=2)=[O:45])=[CH:36][N:35]=1.FC(F)(F)CO, predict the reaction product. The product is: [Cl:53][C:50]1[CH:51]=[CH:52][C:47]([NH:46][C:44]([C:37]2[CH:36]=[N:35][C:34]([O:21][CH2:22][C:23]([F:26])([F:25])[F:24])=[CH:39][C:38]=2[C:40]([F:43])([F:42])[F:41])=[O:45])=[CH:48][C:49]=1[C:54](=[O:59])[NH:55][CH:56]1[CH2:58][CH2:57]1.